Task: Predict the product of the given reaction.. Dataset: Forward reaction prediction with 1.9M reactions from USPTO patents (1976-2016) Given the reactants C[O-].[Na+].CO.[C:6]([C:9]1[N:14]=[C:13]([CH2:15][NH:16][C:17](=[O:19])[CH3:18])[CH:12]=[CH:11][CH:10]=1)(=[O:8])[CH3:7].[N+:20]([C:23]1[CH:30]=[CH:29][C:26]([CH:27]=O)=[CH:25][CH:24]=1)([O-:22])=[O:21].Cl, predict the reaction product. The product is: [N+:20]([C:23]1[CH:30]=[CH:29][C:26](/[CH:27]=[CH:7]/[C:6]([C:9]2[N:14]=[C:13]([CH2:15][NH:16][C:17](=[O:19])[CH3:18])[CH:12]=[CH:11][CH:10]=2)=[O:8])=[CH:25][CH:24]=1)([O-:22])=[O:21].